Dataset: Catalyst prediction with 721,799 reactions and 888 catalyst types from USPTO. Task: Predict which catalyst facilitates the given reaction. Reactant: [CH2:1]([O:3][C:4]([C:6]1[CH:15]=[C:14]([OH:16])[C:9]2[O:10][CH2:11][CH2:12][O:13][C:8]=2[CH:7]=1)=[O:5])[CH3:2].Br[CH2:18][CH2:19][CH2:20][O:21][CH3:22].C([O-])([O-])=O.[K+].[K+]. Product: [CH2:1]([O:3][C:4]([C:6]1[CH:15]=[C:14]([O:16][CH2:18][CH2:19][CH2:20][O:21][CH3:22])[C:9]2[O:10][CH2:11][CH2:12][O:13][C:8]=2[CH:7]=1)=[O:5])[CH3:2]. The catalyst class is: 21.